From a dataset of Peptide-MHC class I binding affinity with 185,985 pairs from IEDB/IMGT. Regression. Given a peptide amino acid sequence and an MHC pseudo amino acid sequence, predict their binding affinity value. This is MHC class I binding data. (1) The MHC is Mamu-B17 with pseudo-sequence Mamu-B17. The binding affinity (normalized) is 0.101. The peptide sequence is EFLYCKMNW. (2) The peptide sequence is RTPKKTKANP. The binding affinity (normalized) is 0.428. The MHC is Mamu-A01 with pseudo-sequence Mamu-A01.